Dataset: Forward reaction prediction with 1.9M reactions from USPTO patents (1976-2016). Task: Predict the product of the given reaction. (1) Given the reactants C(N(CC)CC)C.[CH:8]([C:10]1[C:18]2[C:13](=[CH:14][CH:15]=[CH:16][CH:17]=2)[N:12](C(OC(C)(C)C)=O)[CH:11]=1)=[O:9].[CH3:26][O:27][C:28]1[CH:33]=[C:32]([N:34]=[CH:35][C:36]2[CH:43]=[CH:42][C:39]([C:40]#[N:41])=[CH:38][CH:37]=2)[CH:31]=[CH:30][N:29]=1, predict the reaction product. The product is: [NH:12]1[C:13]2[C:18](=[CH:17][CH:16]=[CH:15][CH:14]=2)[C:10]([C:8](=[O:9])[CH:35]([C:36]2[CH:43]=[CH:42][C:39]([C:40]#[N:41])=[CH:38][CH:37]=2)[NH:34][C:32]2[CH:31]=[CH:30][N:29]=[C:28]([O:27][CH3:26])[CH:33]=2)=[CH:11]1. (2) Given the reactants [CH3:1][C:2]1[N:3]([C:8]2[CH:15]=[CH:14][CH:13]=[CH:12][C:9]=2[C:10]#[N:11])[CH:4]=[C:5]([CH3:7])[N:6]=1.[Br:16]N1C(=O)CCC1=O, predict the reaction product. The product is: [Br:16][C:4]1[N:3]([C:8]2[CH:15]=[CH:14][CH:13]=[CH:12][C:9]=2[C:10]#[N:11])[C:2]([CH3:1])=[N:6][C:5]=1[CH3:7]. (3) Given the reactants [Cl:1][C:2]1[CH:7]=[CH:6][C:5]([SH:8])=[CH:4][C:3]=1[N+:9]([O-:11])=[O:10].[CH2:12](Br)[C:13]1[CH:18]=[CH:17][CH:16]=[CH:15][CH:14]=1.C(=O)([O-])[O-].[K+].[K+].O, predict the reaction product. The product is: [CH2:12]([S:8][C:5]1[CH:6]=[CH:7][C:2]([Cl:1])=[C:3]([N+:9]([O-:11])=[O:10])[CH:4]=1)[C:13]1[CH:18]=[CH:17][CH:16]=[CH:15][CH:14]=1.